Task: Predict the reactants needed to synthesize the given product.. Dataset: Full USPTO retrosynthesis dataset with 1.9M reactions from patents (1976-2016) (1) Given the product [F:2][C:3]1[CH:8]=[CH:7][CH:6]=[CH:5][C:4]=1[NH:9][NH:10][C:21](=[O:20])[C:22]1[CH:27]=[CH:26][CH:25]=[CH:24][C:23]=1[NH2:18], predict the reactants needed to synthesize it. The reactants are: Cl.[F:2][C:3]1[CH:8]=[CH:7][CH:6]=[CH:5][C:4]=1[NH:9][NH2:10].C(N(CC)CC)C.[NH:18]1[C:23]2[CH:24]=[CH:25][CH:26]=[CH:27][C:22]=2[C:21](=O)[O:20]C1=O. (2) The reactants are: Br[C:2]1[CH:7]=[CH:6][C:5]([CH:8]2[CH2:10][CH2:9]2)=[CH:4][CH:3]=1.[Li]CCCC.[F:16][C:17]1[CH:22]=[CH:21][CH:20]=[C:19]([F:23])[C:18]=1[C:24]1[O:25][C:26](=[O:31])[C:27]([CH3:30])([CH3:29])[N:28]=1. Given the product [CH:8]1([C:5]2[CH:6]=[CH:7][C:2]([C:26](=[O:31])[C:27]([NH:28][C:24](=[O:25])[C:18]3[C:17]([F:16])=[CH:22][CH:21]=[CH:20][C:19]=3[F:23])([CH3:30])[CH3:29])=[CH:3][CH:4]=2)[CH2:10][CH2:9]1, predict the reactants needed to synthesize it. (3) Given the product [Cl:14][C:15]1[CH:20]=[CH:19][C:18]([C:21]2[N:6]3[N:5]=[CH:4][C:3]([C:7]([C:9]4[S:10][CH:11]=[CH:12][CH:13]=4)=[O:8])=[C:2]3[N:1]=[CH:23][CH:22]=2)=[CH:17][C:16]=1[N:28]([CH3:32])[C:29](=[O:31])[CH3:30], predict the reactants needed to synthesize it. The reactants are: [NH2:1][C:2]1[NH:6][N:5]=[CH:4][C:3]=1[C:7]([C:9]1[S:10][CH:11]=[CH:12][CH:13]=1)=[O:8].[Cl:14][C:15]1[CH:20]=[CH:19][C:18]([C:21](=O)[CH:22]=[CH:23]N(C)C)=[CH:17][C:16]=1[N:28]([CH3:32])[C:29](=[O:31])[CH3:30].C(OCC)(=O)C. (4) Given the product [Cl:24][CH2:14][C:12]1[O:13][C:9]([C:4]2([CH3:3])[O:8][CH2:7][CH2:6][O:5]2)=[CH:10][CH:11]=1, predict the reactants needed to synthesize it. The reactants are: N#N.[CH3:3][C:4]1([C:9]2[O:13][C:12]([CH2:14]O)=[CH:11][CH:10]=2)[O:8][CH2:7][CH2:6][O:5]1.CCN(CC)CC.C(Cl)[Cl:24]. (5) Given the product [ClH:2].[CH3:10][C:9]1[C:4]([CH2:3][S:23][C:24]2[NH:28][C:27]3[CH:29]=[CH:30][CH:31]=[CH:32][C:26]=3[N:25]=2)=[N:5][CH:6]=[CH:7][C:8]=1[O:11][CH2:12][C:13]([F:16])([F:15])[F:14], predict the reactants needed to synthesize it. The reactants are: Cl.[Cl:2][CH2:3][C:4]1[C:9]([CH3:10])=[C:8]([O:11][CH2:12][C:13]([F:16])([F:15])[F:14])[CH:7]=[CH:6][N:5]=1.CN(C)C(=O)C.[SH:23][C:24]1[NH:25][C:26]2[CH:32]=[CH:31][CH:30]=[CH:29][C:27]=2[N:28]=1. (6) The reactants are: [NH2:1][C:2]([NH2:4])=[S:3].Br[CH:6]1[C:12](=O)[CH2:11][CH2:10][CH2:9][N:8]([S:14]([C:17]2[CH:22]=[CH:21][C:20]([CH3:23])=[CH:19][CH:18]=2)(=[O:16])=[O:15])[CH2:7]1. Given the product [CH3:23][C:20]1[CH:21]=[CH:22][C:17]([S:14]([N:8]2[CH2:9][CH2:10][CH2:11][C:12]3[N:1]=[C:2]([NH2:4])[S:3][C:6]=3[CH2:7]2)(=[O:15])=[O:16])=[CH:18][CH:19]=1, predict the reactants needed to synthesize it. (7) Given the product [C:18]([O:22][C:23]([N:25]1[C:33]2[C:28](=[C:29]([CH3:35])[C:30]([O:34][CH2:10][C:9]3[CH:12]=[CH:13][C:6]([CH:1]4[CH2:5][CH2:4][CH2:3][CH2:2]4)=[C:7]([C:14]([F:17])([F:16])[F:15])[CH:8]=3)=[CH:31][CH:32]=2)[CH2:27][CH2:26]1)=[O:24])([CH3:21])([CH3:20])[CH3:19], predict the reactants needed to synthesize it. The reactants are: [CH:1]1([C:6]2[CH:13]=[CH:12][C:9]([CH2:10]Cl)=[CH:8][C:7]=2[C:14]([F:17])([F:16])[F:15])[CH2:5][CH2:4][CH2:3][CH2:2]1.[C:18]([O:22][C:23]([N:25]1[C:33]2[C:28](=[C:29]([CH3:35])[C:30]([OH:34])=[CH:31][CH:32]=2)[CH2:27][CH2:26]1)=[O:24])([CH3:21])([CH3:20])[CH3:19].C(=O)([O-])[O-].[K+].[K+].